Dataset: Forward reaction prediction with 1.9M reactions from USPTO patents (1976-2016). Task: Predict the product of the given reaction. Given the reactants [Br:1][C:2]1[CH:3]=[C:4]([N+:9]([O-:11])=[O:10])[C:5](O)=[N:6][CH:7]=1.P(Cl)(Cl)([Cl:14])=O, predict the reaction product. The product is: [Br:1][C:2]1[CH:3]=[C:4]([N+:9]([O-:11])=[O:10])[C:5]([Cl:14])=[N:6][CH:7]=1.